Predict the product of the given reaction. From a dataset of Forward reaction prediction with 1.9M reactions from USPTO patents (1976-2016). (1) Given the reactants [CH2:1]([C:3]1[CH:8]=[CH:7][CH:6]=[CH:5][N:4]=1)[CH3:2].C([Li])CCC.F[C:15]1[CH:20]=[CH:19][CH:18]=[CH:17][N:16]=1, predict the reaction product. The product is: [CH:1]([C:15]1[CH:20]=[CH:19][CH:18]=[CH:17][N:16]=1)([C:3]1[CH:8]=[CH:7][CH:6]=[CH:5][N:4]=1)[CH3:2]. (2) Given the reactants [N:1]([C:4]1[CH:9]=[CH:8][CH:7]=[C:6]([C:10]([F:13])([F:12])[F:11])[CH:5]=1)=[C:2]=[O:3].[CH3:14][C:15]1[CH:21]=[CH:20][C:18]([NH2:19])=[CH:17][C:16]=1[C:22]1[CH:30]=[C:29]2[C:25]([C:26]3[CH:34]=[N:33][CH:32]=[N:31][C:27]=3[NH:28]2)=[CH:24][CH:23]=1.CCN(C(C)C)C(C)C, predict the reaction product. The product is: [CH3:14][C:15]1[CH:21]=[CH:20][C:18]([NH:19][C:2]([NH:1][C:4]2[CH:9]=[CH:8][CH:7]=[C:6]([C:10]([F:11])([F:12])[F:13])[CH:5]=2)=[O:3])=[CH:17][C:16]=1[C:22]1[CH:30]=[C:29]2[C:25]([C:26]3[CH:34]=[N:33][CH:32]=[N:31][C:27]=3[NH:28]2)=[CH:24][CH:23]=1. (3) Given the reactants [C:1]([C:4]1[C:5]([O:23][CH3:24])=[C:6]([CH:12]2[CH2:15][N:14]([C:16]([O:18][C:19]([CH3:22])([CH3:21])[CH3:20])=[O:17])[CH2:13]2)[C:7]([Cl:11])=[C:8]([Cl:10])[CH:9]=1)(=[O:3])[CH3:2].[BH4-].[Na+].C(O)(=O)C.C(=O)(O)[O-].[Na+], predict the reaction product. The product is: [Cl:11][C:7]1[C:8]([Cl:10])=[CH:9][C:4]([CH:1]([OH:3])[CH3:2])=[C:5]([O:23][CH3:24])[C:6]=1[CH:12]1[CH2:13][N:14]([C:16]([O:18][C:19]([CH3:20])([CH3:22])[CH3:21])=[O:17])[CH2:15]1. (4) Given the reactants Cl.[NH2:2][CH:3]([CH2:17][CH:18]1[CH2:23][CH2:22][O:21][CH2:20][CH2:19]1)[C:4]([NH:6][C:7]1[CH:11]=[CH:10][N:9]([CH2:12][C:13]([OH:16])([CH3:15])[CH3:14])[N:8]=1)=[O:5].C(N(CC)C(C)C)(C)C.CC1(C)O[C@H](CN2C=CC(NC(=O)[C@@H](N3[CH2:56][C:55]([O:57][C:58]4[C:63]([F:64])=[CH:62][CH:61]=[C:60]([O:65][CH2:66][CH3:67])[C:59]=4[F:68])=[CH:54][C:53]3=[O:69])CC(C)C)=N2)CO1, predict the reaction product. The product is: [CH2:66]([O:65][C:60]1[C:59]([F:68])=[C:58]([C:63]([F:64])=[CH:62][CH:61]=1)[O:57][C:55]1[CH2:56][N:2]([CH:3]([CH2:17][CH:18]2[CH2:23][CH2:22][O:21][CH2:20][CH2:19]2)[C:4]([NH:6][C:7]2[CH:11]=[CH:10][N:9]([CH2:12][C:13]([OH:16])([CH3:14])[CH3:15])[N:8]=2)=[O:5])[C:53](=[O:69])[CH:54]=1)[CH3:67]. (5) Given the reactants [CH3:1][O:2][C:3]1[CH:4]=[CH:5][C:6]([NH:11][C:12]2[C:13]3[N:14]([N:40]=[CH:41][N:42]=3)[CH:15]=[C:16]([C:18]3[CH:19]=[C:20]([CH:37]=[CH:38][CH:39]=3)[C:21]([NH:23][C:24]3[CH:36]=[CH:35][C:27]([C:28]([O:30]C(C)(C)C)=[O:29])=[CH:26][CH:25]=3)=[O:22])[CH:17]=2)=[N:7][C:8]=1[O:9][CH3:10].[F:43][C:44]([F:49])([F:48])[C:45]([OH:47])=[O:46], predict the reaction product. The product is: [F:43][C:44]([F:49])([F:48])[C:45]([OH:47])=[O:46].[CH3:1][O:2][C:3]1[CH:4]=[CH:5][C:6]([NH:11][C:12]2[C:13]3[N:14]([N:40]=[CH:41][N:42]=3)[CH:15]=[C:16]([C:18]3[CH:19]=[C:20]([CH:37]=[CH:38][CH:39]=3)[C:21]([NH:23][C:24]3[CH:36]=[CH:35][C:27]([C:28]([OH:30])=[O:29])=[CH:26][CH:25]=3)=[O:22])[CH:17]=2)=[N:7][C:8]=1[O:9][CH3:10]. (6) Given the reactants [CH2:1]([O:3][C:4]([C:6]1[C:7](Cl)=[N:8][C:9]([S:12][CH3:13])=[N:10][CH:11]=1)=[O:5])[CH3:2].C[CH2:16][N:17](C(C)C)C(C)C.Cl.CN, predict the reaction product. The product is: [CH3:16][NH:17][C:7]1[C:6]([C:4]([O:3][CH2:1][CH3:2])=[O:5])=[CH:11][N:10]=[C:9]([S:12][CH3:13])[N:8]=1. (7) Given the reactants [CH3:1][C:2]1[C:7]([CH2:8][O:9][C:10]2[CH:11]=[CH:12][CH:13]=[C:14]3[C:19]=2[N:18]=[C:17]([CH3:20])[CH:16]=[CH:15]3)=[C:6]([CH3:21])[CH:5]=[CH:4][C:3]=1[N:22]1[CH2:26][CH2:25][CH2:24][C@@H:23]1[CH2:27]O.[C:29]1(=[O:39])[NH:33][C:32](=[O:34])[C:31]2=[CH:35][CH:36]=[CH:37][CH:38]=[C:30]12.P(CCCC)(CCCC)CCCC.CN(C)C(N=NC(N(C)C)=O)=O, predict the reaction product. The product is: [CH3:1][C:2]1[C:7]([CH2:8][O:9][C:10]2[CH:11]=[CH:12][CH:13]=[C:14]3[C:19]=2[N:18]=[C:17]([CH3:20])[CH:16]=[CH:15]3)=[C:6]([CH3:21])[CH:5]=[CH:4][C:3]=1[N:22]1[CH2:26][CH2:25][CH2:24][C@@H:23]1[CH2:27][N:33]1[C:29](=[O:39])[C:30]2[C:31](=[CH:35][CH:36]=[CH:37][CH:38]=2)[C:32]1=[O:34].